This data is from Catalyst prediction with 721,799 reactions and 888 catalyst types from USPTO. The task is: Predict which catalyst facilitates the given reaction. (1) Reactant: CN(C(ON1N=NC2C=CC=CC1=2)=[N+](C)C)C.[B-](F)(F)(F)F.[C@@H:23]12[CH2:28][C@@H:27]1[CH2:26][NH:25][C@@H:24]2[CH2:29][NH:30][C:31]([C:33]1[N:40]2[C:36]([S:37][CH:38]=[CH:39]2)=[N:35][C:34]=1[CH3:41])=[O:32].[Br:42][C:43]1[S:44][C:45]([C:51]2[CH:52]=[C:53]([CH3:57])[CH:54]=[CH:55][CH:56]=2)=[C:46]([C:48](O)=[O:49])[N:47]=1.CCN(C(C)C)C(C)C. Product: [Br:42][C:43]1[S:44][C:45]([C:51]2[CH:52]=[C:53]([CH3:57])[CH:54]=[CH:55][CH:56]=2)=[C:46]([C:48]([N:25]2[CH2:26][C@@H:27]3[C@@H:23]([CH2:28]3)[C@H:24]2[CH2:29][NH:30][C:31]([C:33]2[N:40]3[C:36]([S:37][CH:38]=[CH:39]3)=[N:35][C:34]=2[CH3:41])=[O:32])=[O:49])[N:47]=1. The catalyst class is: 2. (2) Reactant: C[O:2][C:3]([C:5]1[CH:10]=[CH:9][C:8]([N:11]2[C:15](=[O:16])[C:14]3([CH2:21][CH2:20][N:19]([C:22]([O:24][CH2:25][C:26]4[CH:31]=[CH:30][CH:29]=[CH:28][CH:27]=4)=[O:23])[CH2:18][CH2:17]3)[N:13]([C:32]3[CH:37]=[CH:36][CH:35]=[CH:34][CH:33]=3)[CH2:12]2)=[CH:7][CH:6]=1)=[O:4].[OH-].[Li+]. Product: [CH2:25]([O:24][C:22]([N:19]1[CH2:18][CH2:17][C:14]2([N:13]([C:32]3[CH:37]=[CH:36][CH:35]=[CH:34][CH:33]=3)[CH2:12][N:11]([C:8]3[CH:7]=[CH:6][C:5]([C:3]([OH:4])=[O:2])=[CH:10][CH:9]=3)[C:15]2=[O:16])[CH2:21][CH2:20]1)=[O:23])[C:26]1[CH:31]=[CH:30][CH:29]=[CH:28][CH:27]=1. The catalyst class is: 24.